This data is from Merck oncology drug combination screen with 23,052 pairs across 39 cell lines. The task is: Regression. Given two drug SMILES strings and cell line genomic features, predict the synergy score measuring deviation from expected non-interaction effect. (1) Drug 1: CC1CC2C3CCC4=CC(=O)C=CC4(C)C3(F)C(O)CC2(C)C1(O)C(=O)CO. Drug 2: Cn1cc(-c2cnn3c(N)c(Br)c(C4CCCNC4)nc23)cn1. Cell line: SW620. Synergy scores: synergy=2.21. (2) Drug 1: O=C(CCCCCCC(=O)Nc1ccccc1)NO. Drug 2: Nc1ccn(C2OC(CO)C(O)C2(F)F)c(=O)n1. Cell line: T47D. Synergy scores: synergy=5.38. (3) Drug 1: NC1(c2ccc(-c3nc4ccn5c(=O)[nH]nc5c4cc3-c3ccccc3)cc2)CCC1. Drug 2: Cn1cc(-c2cnn3c(N)c(Br)c(C4CCCNC4)nc23)cn1. Synergy scores: synergy=13.8. Cell line: ES2.